Dataset: Full USPTO retrosynthesis dataset with 1.9M reactions from patents (1976-2016). Task: Predict the reactants needed to synthesize the given product. (1) Given the product [O:21]1[C:25]2[CH:26]=[CH:27][CH:28]=[CH:29][C:24]=2[CH:23]=[C:22]1[C:2]1[C:10]2[C:9]([CH3:11])=[N:8][CH:7]=[N:6][C:5]=2[N:4]([C@@H:12]2[O:18][C@H:17]([CH2:19][OH:20])[C@@H:15]([OH:16])[C@H:13]2[OH:14])[CH:3]=1, predict the reactants needed to synthesize it. The reactants are: Br[C:2]1[C:10]2[C:9]([CH3:11])=[N:8][CH:7]=[N:6][C:5]=2[N:4]([C@@H:12]2[O:18][C@H:17]([CH2:19][OH:20])[C@@H:15]([OH:16])[C@H:13]2[OH:14])[CH:3]=1.[O:21]1[C:25]2[CH:26]=[CH:27][CH:28]=[CH:29][C:24]=2[CH:23]=[C:22]1B(O)O.C([O-])([O-])=O.[Na+].[Na+].C1C=C(S([O-])(=O)=O)C=C(P(C2C=CC=C(S([O-])(=O)=O)C=2)C2C=CC=C(S([O-])(=O)=O)C=2)C=1.[Na+].[Na+].[Na+].Cl. (2) Given the product [O:1]=[C:2]1[CH2:11][C:10]2=[CH:12][N:13]([CH2:14][C:15]([O-:17])=[O:16])[C:8]3[C:9]2=[C:4]([CH:5]=[CH:6][CH:7]=3)[NH:3]1.[Li+:21], predict the reactants needed to synthesize it. The reactants are: [O:1]=[C:2]1[CH2:11][C:10]2=[CH:12][N:13]([CH2:14][C:15]([O:17]CC)=[O:16])[C:8]3[C:9]2=[C:4]([CH:5]=[CH:6][CH:7]=3)[NH:3]1.[OH-].[Li+:21].Cl. (3) Given the product [C:19]([C:18]1[CH:17]=[CH:16][S:15][C:14]=1[C:11]1[CH2:10][CH2:9][N:8]([CH2:22][C:23]([NH:25][C:26]2[CH:27]=[CH:28][CH:29]=[C:30]([CH3:2])[CH:31]=2)=[O:24])[CH2:13][CH:12]=1)#[N:20], predict the reactants needed to synthesize it. The reactants are: F[C:2](F)(F)C(O)=O.[NH:8]1[CH2:13][CH:12]=[C:11]([C:14]2[S:15][CH:16]=[CH:17][C:18]=2[C:19]#[N:20])[CH2:10][CH2:9]1.Cl[CH2:22][C:23]([NH:25][C:26]1[C:31](C)=[CH:30][CH:29]=[CH:28][C:27]=1C)=[O:24]. (4) Given the product [CH3:1][O:2][C:3]1[CH:4]=[CH:5][C:6]([CH2:7][O:8][C:9]2[C:10](=[O:19])[CH:11]=[C:12]([C:16]([NH:62][CH2:61][CH2:60][N:55]3[CH2:59][CH2:58][CH2:57][CH2:56]3)=[O:18])[N:13]([CH3:15])[CH:14]=2)=[CH:20][CH:21]=1, predict the reactants needed to synthesize it. The reactants are: [CH3:1][O:2][C:3]1[CH:21]=[CH:20][C:6]([CH2:7][O:8][C:9]2[C:10](=[O:19])[CH:11]=[C:12]([C:16]([OH:18])=O)[N:13]([CH3:15])[CH:14]=2)=[CH:5][CH:4]=1.CN(C(ON1N=NC2C=CC=NC1=2)=[N+](C)C)C.F[P-](F)(F)(F)(F)F.C(N(C(C)C)CC)(C)C.[N:55]1([CH2:60][CH2:61][NH2:62])[CH2:59][CH2:58][CH2:57][CH2:56]1.